Dataset: Forward reaction prediction with 1.9M reactions from USPTO patents (1976-2016). Task: Predict the product of the given reaction. Given the reactants [C:1](Cl)(=[O:4])[CH:2]=[CH2:3].[Cl:6][C:7]1[C:8]([C:30]2[CH:31]=[N:32][N:33]3[CH:38]=[CH:37][CH:36]=[CH:35][C:34]=23)=[N:9][C:10]([NH:13][C:14]2[CH:15]=[C:16]([NH2:29])[C:17]([N:22]3[CH2:27][CH2:26][N:25]([CH3:28])[CH2:24][CH2:23]3)=[CH:18][C:19]=2[O:20][CH3:21])=[N:11][CH:12]=1.CCN(C(C)C)C(C)C.[Cl-], predict the reaction product. The product is: [Cl:6][C:7]1[C:8]([C:30]2[CH:31]=[N:32][N:33]3[CH:38]=[CH:37][CH:36]=[CH:35][C:34]=23)=[N:9][C:10]([NH:13][C:14]2[C:19]([O:20][CH3:21])=[CH:18][C:17]([N:22]3[CH2:23][CH2:24][N:25]([CH3:28])[CH2:26][CH2:27]3)=[C:16]([NH:29][C:1](=[O:4])[CH:2]=[CH2:3])[CH:15]=2)=[N:11][CH:12]=1.